Predict the reactants needed to synthesize the given product. From a dataset of Full USPTO retrosynthesis dataset with 1.9M reactions from patents (1976-2016). Given the product [C@@H:15]([C@@H:2]1[C:3](=[O:4])[NH:5][C:6]2[CH:11]=[C:10]([CH3:12])[CH:9]=[C:8]([CH3:13])[C:7]=2[O:14]1)([CH2:16][CH3:17])[CH3:18], predict the reactants needed to synthesize it. The reactants are: Cl[C@@H:2]([C@@H:15]([CH3:18])[CH2:16][CH3:17])[C:3]([NH:5][C:6]1[CH:11]=[C:10]([CH3:12])[CH:9]=[C:8]([CH3:13])[C:7]=1[OH:14])=[O:4].C(=O)([O-])[O-].[K+].[K+].O.